Dataset: Peptide-MHC class I binding affinity with 185,985 pairs from IEDB/IMGT. Task: Regression. Given a peptide amino acid sequence and an MHC pseudo amino acid sequence, predict their binding affinity value. This is MHC class I binding data. (1) The peptide sequence is AVFPRYHPR. The MHC is HLA-A11:01 with pseudo-sequence HLA-A11:01. The binding affinity (normalized) is 0.664. (2) The peptide sequence is ANRLTTLQR. The MHC is HLA-B15:01 with pseudo-sequence HLA-B15:01. The binding affinity (normalized) is 0.0847. (3) The peptide sequence is VTTNNLLEQL. The MHC is HLA-A02:06 with pseudo-sequence HLA-A02:06. The binding affinity (normalized) is 0.197. (4) The peptide sequence is LSPRTLNAW. The MHC is Mamu-B17 with pseudo-sequence Mamu-B17. The binding affinity (normalized) is 0.291. (5) The peptide sequence is YGGKKAVTY. The MHC is HLA-B27:05 with pseudo-sequence HLA-B27:05. The binding affinity (normalized) is 0.0847. (6) The peptide sequence is KTKDYVNGL. The MHC is HLA-B40:01 with pseudo-sequence HLA-B40:01. The binding affinity (normalized) is 0.214. (7) The peptide sequence is SKLRALLTL. The MHC is HLA-B40:01 with pseudo-sequence HLA-B40:01. The binding affinity (normalized) is 0.0847. (8) The binding affinity (normalized) is 0.201. The peptide sequence is KIQNFRVYY. The MHC is HLA-A74:01 with pseudo-sequence YFAMYQENVAHTDVDTLYIMYQDYTWAVLAYTWY.